From a dataset of Catalyst prediction with 721,799 reactions and 888 catalyst types from USPTO. Predict which catalyst facilitates the given reaction. (1) Reactant: [OH:1][C@@:2]1([C:18]([F:21])([F:20])[F:19])[CH2:6][CH2:5][N:4](C(OCC2C=CC=CC=2)=O)[C@H:3]1[CH3:17]. Product: [CH3:17][C@H:3]1[C@@:2]([C:18]([F:20])([F:19])[F:21])([OH:1])[CH2:6][CH2:5][NH:4]1. The catalyst class is: 386. (2) Reactant: [Cl:1][C:2]1[C:7]([NH:8][S:9]([CH3:12])(=[O:11])=[O:10])=[CH:6][C:5]([NH:13][C:14]2[C:19]([C:20]3[N:28]=[C:27]([CH3:29])[N:26]=[C:25]4[C:21]=3[N:22]=[CH:23][N:24]4C3CCCCO3)=[CH:18][C:17]([CH:36]([N:38]3[CH2:43][CH2:42][O:41][CH2:40][CH2:39]3)[CH3:37])=[CH:16][N:15]=2)=[CH:4][N:3]=1.Cl.C(O)(=O)CC(CC(O)=O)(C(O)=O)O.[OH-].[Na+]. Product: [Cl:1][C:2]1[C:7]([NH:8][S:9]([CH3:12])(=[O:11])=[O:10])=[CH:6][C:5]([NH:13][C:14]2[C:19]([C:20]3[N:28]=[C:27]([CH3:29])[N:26]=[C:25]4[C:21]=3[N:22]=[CH:23][NH:24]4)=[CH:18][C:17]([CH:36]([N:38]3[CH2:39][CH2:40][O:41][CH2:42][CH2:43]3)[CH3:37])=[CH:16][N:15]=2)=[CH:4][N:3]=1. The catalyst class is: 821. (3) Product: [CH3:22][C:6]1[CH:5]=[C:9]([CH3:10])[N:8]([CH2:11][C:12]([O:14][CH2:15][C:16]2[CH:17]=[CH:18][CH:19]=[CH:20][CH:21]=2)=[O:13])[N:7]=1. The catalyst class is: 14. Reactant: CN(C[C:5]1[C:6]([CH3:22])=[N:7][N:8]([CH2:11][C:12]([O:14][CH2:15][C:16]2[CH:21]=[CH:20][CH:19]=[CH:18][CH:17]=2)=[O:13])[C:9]=1[CH3:10])C. (4) Reactant: [F:1][C:2]1[C:3]([C:9]2[N:10]([CH3:18])[C:11]([C:14]([F:17])([F:16])[F:15])=[N:12][CH:13]=2)=[N:4][C:5]([NH2:8])=[N:6][CH:7]=1.[Cl:19][C:20]1[C:21]([C:27]([N:29]2[CH2:34][CH2:33][N:32]([CH3:35])[CH2:31][CH2:30]2)=[O:28])=[N:22][CH:23]=[C:24](Cl)[CH:25]=1.C([O-])([O-])=O.[Cs+].[Cs+].CC(C1C=C(C(C)C)C(C2C=CC=CC=2P(C2CCCCC2)C2CCCCC2)=C(C(C)C)C=1)C. Product: [Cl:19][C:20]1[C:21]([C:27]([N:29]2[CH2:30][CH2:31][N:32]([CH3:35])[CH2:33][CH2:34]2)=[O:28])=[N:22][CH:23]=[C:24]([NH:8][C:5]2[N:4]=[C:3]([C:9]3[N:10]([CH3:18])[C:11]([C:14]([F:17])([F:15])[F:16])=[N:12][CH:13]=3)[C:2]([F:1])=[CH:7][N:6]=2)[CH:25]=1. The catalyst class is: 110. (5) Reactant: [C:1]([N:8]([CH3:16])[C@H:9]([C:13](O)=[O:14])[CH:10]([CH3:12])[CH3:11])([O:3][C:4]([CH3:7])([CH3:6])[CH3:5])=[O:2].B.C1COCC1.O.C([O-])([O-])=O.[Na+].[Na+]. Product: [C:4]([O:3][C:1](=[O:2])[N:8]([C@H:9]([CH2:13][OH:14])[CH:10]([CH3:11])[CH3:12])[CH3:16])([CH3:5])([CH3:7])[CH3:6]. The catalyst class is: 1. (6) Reactant: I[C:2]1[C:10]2[C:5](=[CH:6][CH:7]=[C:8]([C:11]3[N:15]=[C:14]([NH:16][CH:17]([CH3:19])[CH3:18])[O:13][N:12]=3)[CH:9]=2)[N:4]([S:20]([C:23]2[CH:29]=[CH:28][C:26]([CH3:27])=[CH:25][CH:24]=2)(=[O:22])=[O:21])[CH:3]=1.[CH:30]([O:33][C:34]1[CH:39]=[N:38][CH:37]=[C:36]([Sn](C)(C)C)[N:35]=1)([CH3:32])[CH3:31]. Product: [CH:30]([O:33][C:34]1[N:35]=[C:36]([C:2]2[C:10]3[C:5](=[CH:6][CH:7]=[C:8]([C:11]4[N:15]=[C:14]([NH:16][CH:17]([CH3:18])[CH3:19])[O:13][N:12]=4)[CH:9]=3)[N:4]([S:20]([C:23]3[CH:29]=[CH:28][C:26]([CH3:27])=[CH:25][CH:24]=3)(=[O:21])=[O:22])[CH:3]=2)[CH:37]=[N:38][CH:39]=1)([CH3:32])[CH3:31]. The catalyst class is: 555. (7) Reactant: Br[C:2]1[CH:3]=[CH:4][C:5]2[O:9][CH2:8][C:7](=O)[C:6]=2[CH:11]=1.[ClH:12].[NH:13]([C:15]1[CH:23]=[CH:22][CH:21]=[CH:20][C:16]=1[C:17]([OH:19])=[O:18])N. Product: [Cl:12][C:2]1[CH:3]=[CH:4][C:5]2[O:9][C:8]3[C:23]4[C:15](=[C:16]([C:17]([OH:19])=[O:18])[CH:20]=[CH:21][CH:22]=4)[NH:13][C:7]=3[C:6]=2[CH:11]=1. The catalyst class is: 40.